From a dataset of TCR-epitope binding with 47,182 pairs between 192 epitopes and 23,139 TCRs. Binary Classification. Given a T-cell receptor sequence (or CDR3 region) and an epitope sequence, predict whether binding occurs between them. (1) The epitope is MPASWVMRI. The TCR CDR3 sequence is CASSPHSDHSYEQYF. Result: 0 (the TCR does not bind to the epitope). (2) The epitope is MPASWVMRI. The TCR CDR3 sequence is CASSSDSLRTQYF. Result: 1 (the TCR binds to the epitope). (3) The epitope is RPRGEVRFL. The TCR CDR3 sequence is CASSSGRLTNTEAFF. Result: 0 (the TCR does not bind to the epitope). (4) The epitope is HLVDFQVTI. The TCR CDR3 sequence is CASSPRAGSADTQYF. Result: 0 (the TCR does not bind to the epitope). (5) The epitope is LEPLVDLPI. The TCR CDR3 sequence is CASSGQGILYSNQPQHF. Result: 1 (the TCR binds to the epitope). (6) Result: 1 (the TCR binds to the epitope). The TCR CDR3 sequence is CASSETGVYEKLFF. The epitope is NQKLIANQF. (7) The epitope is YLQPRTFLL. The TCR CDR3 sequence is CASAGGNQPQHF. Result: 0 (the TCR does not bind to the epitope). (8) The epitope is TPQDLNTML. The TCR CDR3 sequence is CASSLGGWDNGAFF. Result: 1 (the TCR binds to the epitope).